The task is: Regression. Given two drug SMILES strings and cell line genomic features, predict the synergy score measuring deviation from expected non-interaction effect.. This data is from NCI-60 drug combinations with 297,098 pairs across 59 cell lines. (1) Drug 1: CC12CCC(CC1=CCC3C2CCC4(C3CC=C4C5=CN=CC=C5)C)O. Drug 2: C1=C(C(=O)NC(=O)N1)N(CCCl)CCCl. Cell line: HOP-62. Synergy scores: CSS=25.0, Synergy_ZIP=3.00, Synergy_Bliss=0.594, Synergy_Loewe=-5.53, Synergy_HSA=-0.724. (2) Cell line: SF-268. Drug 1: CCC1(C2=C(COC1=O)C(=O)N3CC4=CC5=C(C=CC(=C5CN(C)C)O)N=C4C3=C2)O.Cl. Drug 2: C(CCl)NC(=O)N(CCCl)N=O. Synergy scores: CSS=31.6, Synergy_ZIP=-11.2, Synergy_Bliss=-3.12, Synergy_Loewe=-9.51, Synergy_HSA=-0.412. (3) Drug 1: C1CC(=O)NC(=O)C1N2CC3=C(C2=O)C=CC=C3N. Drug 2: CCCCCOC(=O)NC1=NC(=O)N(C=C1F)C2C(C(C(O2)C)O)O. Cell line: CCRF-CEM. Synergy scores: CSS=5.56, Synergy_ZIP=-7.40, Synergy_Bliss=-7.82, Synergy_Loewe=-6.09, Synergy_HSA=-5.60. (4) Drug 1: CC1=C2C(C(=O)C3(C(CC4C(C3C(C(C2(C)C)(CC1OC(=O)C(C(C5=CC=CC=C5)NC(=O)C6=CC=CC=C6)O)O)OC(=O)C7=CC=CC=C7)(CO4)OC(=O)C)O)C)OC(=O)C. Drug 2: CS(=O)(=O)OCCCCOS(=O)(=O)C. Cell line: MOLT-4. Synergy scores: CSS=86.9, Synergy_ZIP=0.451, Synergy_Bliss=0.00387, Synergy_Loewe=-3.18, Synergy_HSA=1.15. (5) Drug 1: C1=C(C(=O)NC(=O)N1)N(CCCl)CCCl. Drug 2: C1CC(C1)(C(=O)O)C(=O)O.[NH2-].[NH2-].[Pt+2]. Cell line: EKVX. Synergy scores: CSS=19.5, Synergy_ZIP=-5.86, Synergy_Bliss=-0.797, Synergy_Loewe=-2.30, Synergy_HSA=-0.396. (6) Drug 1: CC1C(C(=O)NC(C(=O)N2CCCC2C(=O)N(CC(=O)N(C(C(=O)O1)C(C)C)C)C)C(C)C)NC(=O)C3=C4C(=C(C=C3)C)OC5=C(C(=O)C(=C(C5=N4)C(=O)NC6C(OC(=O)C(N(C(=O)CN(C(=O)C7CCCN7C(=O)C(NC6=O)C(C)C)C)C)C(C)C)C)N)C. Drug 2: C(CCl)NC(=O)N(CCCl)N=O. Cell line: HCC-2998. Synergy scores: CSS=23.8, Synergy_ZIP=-4.87, Synergy_Bliss=4.98, Synergy_Loewe=-20.8, Synergy_HSA=-0.398.